Dataset: Catalyst prediction with 721,799 reactions and 888 catalyst types from USPTO. Task: Predict which catalyst facilitates the given reaction. (1) Reactant: [NH:1]1[CH2:6][CH2:5][CH:4]([C:7]2[CH:12]=[CH:11][CH:10]=[C:9]([O:13][C:14]([F:17])([F:16])[F:15])[C:8]=2[OH:18])[CH2:3][CH2:2]1.C(=O)([O-])[O-].[K+].[K+].I[CH2:26][CH3:27].CS(OC1C=CC=C(C2CCNCC2)C=1F)(=O)=O. Product: [CH2:26]([N:1]1[CH2:6][CH2:5][CH:4]([C:7]2[CH:12]=[CH:11][CH:10]=[C:9]([O:13][C:14]([F:16])([F:17])[F:15])[C:8]=2[OH:18])[CH2:3][CH2:2]1)[CH3:27]. The catalyst class is: 10. (2) Reactant: [C:1]([O:5][C:6]([N:8]1[CH2:11][CH:10]([NH:12][C:13]2[CH:14]=[C:15]3[C:24](=[CH:25][C:26]=2[C:27]([F:30])([F:29])[F:28])[O:23][CH2:22][C:21]2[N:16]3[CH:17]([CH3:40])[C:18](=[O:39])[N:19](COCC[Si](C)(C)C)[N:20]=2)[CH2:9]1)=[O:7])([CH3:4])([CH3:3])[CH3:2].CCCC[N+](CCCC)(CCCC)CCCC.[F-]. Product: [C:1]([O:5][C:6]([N:8]1[CH2:9][CH:10]([NH:12][C:13]2[CH:14]=[C:15]3[C:24](=[CH:25][C:26]=2[C:27]([F:29])([F:28])[F:30])[O:23][CH2:22][C:21]2[N:16]3[C@@H:17]([CH3:40])[C:18](=[O:39])[NH:19][N:20]=2)[CH2:11]1)=[O:7])([CH3:4])([CH3:2])[CH3:3].[C:1]([O:5][C:6]([N:8]1[CH2:9][CH:10]([NH:12][C:13]2[CH:14]=[C:15]3[C:24](=[CH:25][C:26]=2[C:27]([F:29])([F:28])[F:30])[O:23][CH2:22][C:21]2[N:16]3[C@H:17]([CH3:40])[C:18](=[O:39])[NH:19][N:20]=2)[CH2:11]1)=[O:7])([CH3:4])([CH3:2])[CH3:3]. The catalyst class is: 1. (3) Reactant: [CH2:1]([O:4][C:5](=[O:27])[CH2:6][O:7][C:8]1[CH:13]=[CH:12][C:11]([NH2:14])=[CH:10][C:9]=1[C:15](=[O:26])[NH:16][CH2:17][C:18]1[CH:23]=[CH:22][C:21]([Br:24])=[CH:20][C:19]=1[F:25])[CH:2]=[CH2:3].N1C=CC=CC=1.[C:34](OC(=O)C)(=[O:36])[CH3:35].C(OCC)(=O)C. Product: [CH2:1]([O:4][C:5](=[O:27])[CH2:6][O:7][C:8]1[CH:13]=[CH:12][C:11]([NH:14][C:34](=[O:36])[CH3:35])=[CH:10][C:9]=1[C:15](=[O:26])[NH:16][CH2:17][C:18]1[CH:23]=[CH:22][C:21]([Br:24])=[CH:20][C:19]=1[F:25])[CH:2]=[CH2:3]. The catalyst class is: 7. (4) Reactant: C(OOC(=O)C1C=CC=CC=1)(=O)C1C=CC=CC=1.[F:19][C:20]1[CH:21]=[C:22]([CH2:27][C:28]([OH:30])=[O:29])[CH:23]=[C:24]([CH3:26])[CH:25]=1.[Br:31]N1C(=O)CCC1=O.O. Product: [Br:31][CH2:26][C:24]1[CH:23]=[C:22]([CH2:27][C:28]([OH:30])=[O:29])[CH:21]=[C:20]([F:19])[CH:25]=1. The catalyst class is: 2.